Dataset: Full USPTO retrosynthesis dataset with 1.9M reactions from patents (1976-2016). Task: Predict the reactants needed to synthesize the given product. Given the product [CH3:17][N:14]1[CH2:15][CH2:16][N:11]([C:4]2[CH:3]=[C:2]([C:19]3[CH:20]=[CH:21][CH:22]=[CH:23][C:18]=3[CH3:24])[C:7]([N+:8]([O-:10])=[O:9])=[CH:6][N:5]=2)[CH2:12][CH2:13]1, predict the reactants needed to synthesize it. The reactants are: Cl[C:2]1[C:7]([N+:8]([O-:10])=[O:9])=[CH:6][N:5]=[C:4]([N:11]2[CH2:16][CH2:15][N:14]([CH3:17])[CH2:13][CH2:12]2)[CH:3]=1.[C:18]1([CH3:24])[CH:23]=[CH:22][CH:21]=[CH:20][CH:19]=1.C1(C)C=CC=CC=1OBO.O.